The task is: Predict the reactants needed to synthesize the given product.. This data is from Full USPTO retrosynthesis dataset with 1.9M reactions from patents (1976-2016). (1) Given the product [NH:1]([C:11]([O:13][CH2:14][C:15]1[CH:16]=[CH:17][CH:18]=[CH:19][CH:20]=1)=[O:12])[C@@H:2]([C:4]([NH:6][CH2:7][C:8]([NH2:10])=[O:9])=[O:5])[CH2:3][C:39]1[CH:44]=[CH:43][CH:42]=[CH:41][CH:40]=1, predict the reactants needed to synthesize it. The reactants are: [NH:1]([C:11]([O:13][CH2:14][C:15]1[CH:20]=[CH:19][CH:18]=[CH:17][CH:16]=1)=[O:12])[C@@H:2]([C:4]([NH:6][CH2:7][C:8]([NH2:10])=[O:9])=[O:5])[CH3:3].N(C(OC[C:39]1[CH:44]=[CH:43][CH:42]=[CH:41][CH:40]=1)=O)[C@@H](C(NCC(N)=O)=O)CCC(=O)O.N(C(OCC1C=CC=CC=1)=O)[C@@H](C(NCC(N)=O)=O)CCCCN.N(C(C)=O)[C@@H](C(NCC(N)=O)=O)CC1C=CC=CC=1. (2) Given the product [N+:28]([C:25]1[CH:24]=[CH:23][C:22]([O:21][C:19]([N:14]2[C:13](=[O:15])[CH2:12][O:11][CH2:10][CH:9]2[C:4]2[CH:5]=[CH:6][C:7]([F:8])=[C:2]([F:1])[CH:3]=2)=[O:20])=[CH:27][CH:26]=1)([O-:30])=[O:29], predict the reactants needed to synthesize it. The reactants are: [F:1][C:2]1[CH:3]=[C:4]([CH:9]2[NH:14][C:13](=[O:15])[CH2:12][O:11][CH2:10]2)[CH:5]=[CH:6][C:7]=1[F:8].[H-].[Na+].Cl[C:19]([O:21][C:22]1[CH:27]=[CH:26][C:25]([N+:28]([O-:30])=[O:29])=[CH:24][CH:23]=1)=[O:20]. (3) Given the product [Cl:1][C:2]1[CH:7]=[CH:6][C:5]([C:8]2[N:9]([CH2:14][C@H:15]([OH:20])[C:16]([F:18])([F:19])[F:17])[C:10](=[O:13])[N:11]([CH2:22][C:23]3[CH:28]=[CH:27][N:26]=[C:25]([C:29]4[CH:34]=[CH:33][CH:32]=[CH:31][C:30]=4[Cl:35])[CH:24]=3)[N:12]=2)=[CH:4][CH:3]=1, predict the reactants needed to synthesize it. The reactants are: [Cl:1][C:2]1[CH:7]=[CH:6][C:5]([C:8]2[N:9]([CH2:14][C@H:15]([OH:20])[C:16]([F:19])([F:18])[F:17])[C:10](=[O:13])[NH:11][N:12]=2)=[CH:4][CH:3]=1.Br[CH2:22][C:23]1[CH:28]=[CH:27][N:26]=[C:25]([C:29]2[CH:34]=[CH:33][CH:32]=[CH:31][C:30]=2[Cl:35])[CH:24]=1. (4) Given the product [OH:1][CH2:2][C@H:3]([NH:14][C:15]([C:17]1[C:22]2[O:23][CH2:24][CH2:25][CH2:26][CH2:27][C:21]=2[CH:20]=[C:19](/[CH:36]=[CH:35]/[C:29]2[CH:34]=[CH:33][CH:32]=[CH:31][CH:30]=2)[CH:18]=1)=[O:16])[CH2:4][C:5]1[C:13]2[C:8](=[CH:9][CH:10]=[CH:11][CH:12]=2)[NH:7][CH:6]=1, predict the reactants needed to synthesize it. The reactants are: [OH:1][CH2:2][C@H:3]([NH:14][C:15]([C:17]1[C:22]2[O:23][CH2:24][CH2:25][CH2:26][CH2:27][C:21]=2[CH:20]=[C:19](Br)[CH:18]=1)=[O:16])[CH2:4][C:5]1[C:13]2[C:8](=[CH:9][CH:10]=[CH:11][CH:12]=2)[NH:7][CH:6]=1.[C:29]1(/[CH:35]=[CH:36]/B(O)O)[CH:34]=[CH:33][CH:32]=[CH:31][CH:30]=1.C(=O)([O-])[O-].[Na+].[Na+]. (5) Given the product [C:1]([O:4][C@H:5]([C:47]1[CH:48]=[CH:49][C:50]([F:53])=[CH:51][CH:52]=1)[CH2:6][CH2:7][C@H:8]1[C:11](=[O:12])[N:10]([C:13]2[CH:14]=[CH:15][C:16]([B:54]3[O:58][C:57]([CH3:60])([CH3:59])[C:56]([CH3:62])([CH3:61])[O:55]3)=[CH:17][CH:18]=2)[C@@H:9]1[C:27]1[CH:32]=[CH:31][C:30]([C:33]#[C:34][C:35]([CH2:36][O:37][C:38](=[O:40])[CH3:39])([OH:41])[CH2:42][O:43][C:44](=[O:46])[CH3:45])=[CH:29][CH:28]=1)(=[O:3])[CH3:2], predict the reactants needed to synthesize it. The reactants are: [C:1]([O:4][C@H:5]([C:47]1[CH:52]=[CH:51][C:50]([F:53])=[CH:49][CH:48]=1)[CH2:6][CH2:7][C@H:8]1[C:11](=[O:12])[N:10]([C:13]2[CH:18]=[CH:17][C:16](OS(C(F)(F)F)(=O)=O)=[CH:15][CH:14]=2)[C@@H:9]1[C:27]1[CH:32]=[CH:31][C:30]([C:33]#[C:34][C:35]([CH2:42][O:43][C:44](=[O:46])[CH3:45])([OH:41])[CH2:36][O:37][C:38](=[O:40])[CH3:39])=[CH:29][CH:28]=1)(=[O:3])[CH3:2].[B:54]1([B:54]2[O:58][C:57]([CH3:60])([CH3:59])[C:56]([CH3:62])([CH3:61])[O:55]2)[O:58][C:57]([CH3:60])([CH3:59])[C:56]([CH3:62])([CH3:61])[O:55]1.C([O-])(=O)C.[K+].O. (6) Given the product [S:43](=[O:45])(=[O:44])([O:15][CH2:14][C@@H:8]1[C@@H:9]([OH:10])[C@@H:5]([OH:4])[C@H:6]([N:16]2[CH:24]=[N:23][C:22]3[C:17]2=[N:18][CH:19]=[N:20][C:21]=3[NH:25][C@@H:26]2[C:34]3[C:29](=[CH:30][CH:31]=[CH:32][CH:33]=3)[CH2:28][CH2:27]2)[O:7]1)[NH2:46], predict the reactants needed to synthesize it. The reactants are: C([O:4][C@@H:5]1[C@@H:9]([O:10]C(=O)C)[C@@H:8]([CH2:14][OH:15])[O:7][C@H:6]1[N:16]1[CH:24]=[N:23][C:22]2[C:17]1=[N:18][CH:19]=[N:20][C:21]=2[NH:25][C@@H:26]1[C:34]2[C:29](=[CH:30][CH:31]=[CH:32][CH:33]=2)[CH2:28][CH2:27]1)(=O)C.C(N(CC)CC)C.Cl[S:43]([NH2:46])(=[O:45])=[O:44]. (7) Given the product [CH3:12][O:13][C:14]1[CH:15]=[CH:16][C:17]([C:20]([N:22]=[C:23]=[S:24])=[O:21])=[CH:18][CH:19]=1.[CH3:25][O:26][C:27]1[CH:28]=[C:29]2[C:34](=[CH:35][C:36]=1[O:37][CH3:38])[N:33]=[CH:32][CH:31]=[C:30]2[O:39][C:40]1[CH:46]=[CH:45][C:43]([NH:44][C:23]([NH:22][C:20](=[O:21])[C:17]2[CH:16]=[CH:15][C:14]([O:13][CH3:12])=[CH:19][CH:18]=2)=[S:24])=[C:42]([CH3:47])[C:41]=1[CH3:48], predict the reactants needed to synthesize it. The reactants are: COC1C=CC(C(Cl)=O)=CC=1.[CH3:12][O:13][C:14]1[CH:19]=[CH:18][C:17]([C:20]([N:22]=[C:23]=[S:24])=[O:21])=[CH:16][CH:15]=1.[CH3:25][O:26][C:27]1[CH:28]=[C:29]2[C:34](=[CH:35][C:36]=1[O:37][CH3:38])[N:33]=[CH:32][CH:31]=[C:30]2[O:39][C:40]1[CH:46]=[CH:45][C:43]([NH2:44])=[C:42]([CH3:47])[C:41]=1[CH3:48].C1(C)C=CC=CC=1. (8) Given the product [C:29]([O:28][C:27](=[O:33])[NH:26][C@H:21]1[CH2:22][CH2:23][CH2:24][CH2:25][C@H:20]1[NH:19][C:2]1[N:7]=[N:6][C:5]([C:8](=[O:9])[NH2:10])=[C:4]([NH:11][C:12]2[CH:17]=[CH:16][C:15]([CH3:18])=[CH:14][CH:13]=2)[CH:3]=1)([CH3:32])([CH3:30])[CH3:31], predict the reactants needed to synthesize it. The reactants are: Cl[C:2]1[N:7]=[N:6][C:5]([C:8]([NH2:10])=[O:9])=[C:4]([NH:11][C:12]2[CH:17]=[CH:16][C:15]([CH3:18])=[CH:14][CH:13]=2)[CH:3]=1.[NH2:19][C@@H:20]1[CH2:25][CH2:24][CH2:23][CH2:22][C@@H:21]1[NH:26][C:27](=[O:33])[O:28][C:29]([CH3:32])([CH3:31])[CH3:30].